From a dataset of Reaction yield outcomes from USPTO patents with 853,638 reactions. Predict the reaction yield, written as a fraction of the theoretical maximum amount of product (1.0 means a 100% yield; for example, 0.34 means a 34% yield). (1) The reactants are [NH2:1][CH2:2][C:3]1[S:4][CH:5]=[CH:6][CH:7]=1.CCN(C(C)C)[CH:11]([CH3:13])[CH3:12].[CH2:17](Br)[CH:18]=[CH2:19]. The catalyst is C(Cl)Cl. The product is [CH2:13]([N:1]([CH2:19][CH:18]=[CH2:17])[CH2:2][C:3]1[S:4][CH:5]=[CH:6][CH:7]=1)[CH:11]=[CH2:12]. The yield is 0.800. (2) The reactants are C(OC([NH:8][C:9]1[C:10]([NH:15][C:16](=[O:25])[C:17]2[CH:22]=[CH:21][C:20]([O:23][CH3:24])=[CH:19][CH:18]=2)=[N:11][CH:12]=[CH:13][CH:14]=1)=O)(C)(C)C.B(F)(F)F.CCOCC.C(=O)(O)[O-].[Na+].C(OCC)(=O)C. The catalyst is C(O)(=O)C. The product is [CH3:24][O:23][C:20]1[CH:19]=[CH:18][C:17]([C:16]([NH:15][C:10]2[C:9]([NH2:8])=[CH:14][CH:13]=[CH:12][N:11]=2)=[O:25])=[CH:22][CH:21]=1. The yield is 0.490. (3) The reactants are CN(C=O)C.Br[C:7]1[CH:15]=[C:14]2[C:10]([CH2:11][O:12][C:13]2=[O:16])=[CH:9][CH:8]=1.[CH3:17][C:18]1([CH3:34])[C:22]([CH3:24])([CH3:23])[O:21][B:20]([B:20]2[O:21][C:22]([CH3:24])([CH3:23])[C:18]([CH3:34])([CH3:17])[O:19]2)[O:19]1.C([O-])(=O)C.[K+]. The catalyst is C1C=CC(P(C2C=CC=CC=2)[C-]2C=CC=C2)=CC=1.C1C=CC(P(C2C=CC=CC=2)[C-]2C=CC=C2)=CC=1.Cl[Pd]Cl.[Fe+2].O.C(OCC)(=O)C. The product is [CH3:17][C:18]1([CH3:34])[C:22]([CH3:24])([CH3:23])[O:21][B:20]([C:7]2[CH:15]=[C:14]3[C:10]([CH2:11][O:12][C:13]3=[O:16])=[CH:9][CH:8]=2)[O:19]1. The yield is 0.830.